From a dataset of Forward reaction prediction with 1.9M reactions from USPTO patents (1976-2016). Predict the product of the given reaction. Given the reactants [Br:1][C:2]1[CH:7]=[CH:6][C:5]([F:8])=[C:4](I)[C:3]=1[Br:10].C1COCC1.[C:16]([Si:18]([CH3:21])([CH3:20])[CH3:19])#[CH:17], predict the reaction product. The product is: [Br:10][C:3]1[C:2]([Br:1])=[CH:7][CH:6]=[C:5]([F:8])[C:4]=1[C:17]#[C:16][Si:18]([CH3:21])([CH3:20])[CH3:19].